This data is from Forward reaction prediction with 1.9M reactions from USPTO patents (1976-2016). The task is: Predict the product of the given reaction. (1) Given the reactants Cl.[NH2:2][CH2:3][CH2:4][CH2:5][C:6]([O:8]C)=O.C([BH3-])#N.[Na+].[F:14][C:15]1[C:16]([NH:31][C:32]2[CH:37]=[CH:36][C:35]([I:38])=[CH:34][C:33]=2[F:39])=[C:17]([CH:25]=[C:26]([CH:29]=O)[C:27]=1[F:28])[C:18]([NH:20][O:21][CH2:22][CH2:23][OH:24])=[O:19], predict the reaction product. The product is: [F:14][C:15]1[C:16]([NH:31][C:32]2[CH:37]=[CH:36][C:35]([I:38])=[CH:34][C:33]=2[F:39])=[C:17]([CH:25]=[C:26]([CH2:29][N:2]2[CH2:3][CH2:4][CH2:5][C:6]2=[O:8])[C:27]=1[F:28])[C:18]([NH:20][O:21][CH2:22][CH2:23][OH:24])=[O:19]. (2) Given the reactants [F:1][C:2]1[CH:9]=[CH:8][CH:7]=[CH:6][C:3]=1[CH2:4]Br.CC1(C)C(C)(C)OB([C:18]2[CH:19]=[C:20]3[C:24](=[CH:25][CH:26]=2)[CH:23]([NH:27][S:28]([CH:31]([CH3:33])[CH3:32])(=[O:30])=[O:29])[CH2:22][CH2:21]3)O1.C(=O)([O-])[O-].[Na+].[Na+], predict the reaction product. The product is: [F:1][C:2]1[CH:9]=[CH:8][CH:7]=[CH:6][C:3]=1[CH2:4][C:18]1[CH:19]=[C:20]2[C:24](=[CH:25][CH:26]=1)[CH:23]([NH:27][S:28]([CH:31]([CH3:33])[CH3:32])(=[O:29])=[O:30])[CH2:22][CH2:21]2. (3) Given the reactants [N+:1]([C:4]1[CH:5]=[C:6]2[C:10](=[CH:11][CH:12]=1)[NH:9][CH:8]=[CH:7]2)([O-:3])=[O:2].[OH-].[Na+].CC1C=C[C:19]([CH3:22])=CC=1.C([O-])([O-])=O.[K+].[K+], predict the reaction product. The product is: [CH2:8]([N:9]([CH2:19][CH3:22])[CH2:10][CH2:6][N:9]1[C:10]2[C:6](=[CH:5][C:4]([N+:1]([O-:3])=[O:2])=[CH:12][CH:11]=2)[CH:7]=[CH:8]1)[CH3:7]. (4) Given the reactants [NH2:1][C:2]1[C:11]([C:12]#[N:13])=[C:10]([OH:14])[C:9]2[C:4](=[CH:5][CH:6]=[C:7]([I:15])[CH:8]=2)[N:3]=1.C(=O)([O-])[O-].[K+].[K+].[S:22]([O:32][NH2:33])([C:25]1[CH:31]=[CH:30][C:28]([CH3:29])=[CH:27][CH:26]=1)(=[O:24])=[O:23], predict the reaction product. The product is: [S:22]([C:25]1[CH:31]=[CH:30][C:28]([CH3:29])=[CH:27][CH:26]=1)([O-:32])(=[O:24])=[O:23].[NH2:33][N+:3]1[C:4]2[C:9](=[CH:8][C:7]([I:15])=[CH:6][CH:5]=2)[C:10]([OH:14])=[C:11]([C:12]#[N:13])[C:2]=1[NH2:1]. (5) Given the reactants Cl[C:2]1[CH:3]=[CH:4][CH:5]=[C:6]2[C:10]=1[C:9](=[O:11])[CH:8]([CH3:12])[CH2:7]2.[CH3:13][C:14]1[C:19]([CH3:20])=[CH:18][CH:17]=[CH:16][C:15]=1B(O)O.C(=O)([O-])[O-].[Na+].[Na+].O, predict the reaction product. The product is: [CH3:12][CH:8]1[CH2:7][C:6]2[C:10](=[C:2]([C:15]3[CH:16]=[CH:17][CH:18]=[C:19]([CH3:20])[C:14]=3[CH3:13])[CH:3]=[CH:4][CH:5]=2)[C:9]1=[O:11]. (6) The product is: [ClH:47].[ClH:47].[NH2:6][C@@H:7]([CH3:10])[CH2:8][CH2:9][NH:4][CH:1]1[CH2:3][CH2:2]1.[CH:1]1([N:4]2[CH2:9][CH2:8][C@H:7]([CH3:10])[N:6]3[C:11](=[O:33])[C:12]4[N:13]([CH:15]=[C:16]([C:21]([NH:23][CH2:24][C:25]5[CH:30]=[CH:29][C:28]([F:31])=[CH:27][C:26]=5[F:32])=[O:22])[C:17](=[O:20])[C:18]=4[OH:19])[CH2:14][C@@H:5]23)[CH2:3][CH2:2]1.[CH:1]1([N:4]2[CH2:9][CH2:8][C@H:7]([CH3:10])[N:6]3[C:11](=[O:33])[C:12]4[N:13]([CH:15]=[C:16]([C:21]([NH:23][CH2:24][C:25]5[CH:30]=[CH:29][C:28]([F:31])=[CH:27][C:26]=5[F:32])=[O:22])[C:17](=[O:20])[C:18]=4[O:19][CH2:48][C:43]4[CH:44]=[CH:37][CH:36]=[CH:35][CH:42]=4)[CH2:14][C@@H:5]23)[CH2:3][CH2:2]1. Given the reactants [CH:1]1([N:4]2[CH2:9][CH2:8][C@H:7]([CH3:10])[N:6]3[C:11](=[O:33])[C:12]4[N:13]([CH:15]=[C:16]([C:21]([NH:23][CH2:24][C:25]5[CH:30]=[CH:29][C:28]([F:31])=[CH:27][C:26]=5[F:32])=[O:22])[C:17](=[O:20])[C:18]=4[OH:19])[CH2:14][C@@H:5]23)[CH2:3][CH2:2]1.N[C@@H:35]([CH3:42])[CH2:36][CH2:37]NC1CC1.[C:43](O)(=O)[CH3:44].[Cl:47][CH2:48]Cl, predict the reaction product.